This data is from Forward reaction prediction with 1.9M reactions from USPTO patents (1976-2016). The task is: Predict the product of the given reaction. (1) Given the reactants [F:1][C:2]([F:21])([F:20])[C:3]([C:5]1[NH:9][C:8]2[CH:10]=[C:11]([C:16]([F:19])([F:18])[F:17])[C:12]([C:14]#[N:15])=[CH:13][C:7]=2[N:6]=1)=[O:4].[CH2:22](Br)[CH:23]=[CH2:24].[In].Cl, predict the reaction product. The product is: [OH:4][C:3]([C:5]1[NH:9][C:8]2[CH:10]=[C:11]([C:16]([F:17])([F:18])[F:19])[C:12]([C:14]#[N:15])=[CH:13][C:7]=2[N:6]=1)([C:2]([F:20])([F:1])[F:21])[CH2:24][CH:23]=[CH2:22]. (2) Given the reactants [CH:1]1([CH2:4][CH2:5][N:6]2[C:14]3[C:9](=[CH:10][CH:11]=[CH:12][CH:13]=3)[C:8](=[O:15])[C:7]2=[O:16])[CH2:3][CH2:2]1.C(N1C2C(=CC=CC=2)C(=O)C1=O)CCCC.O1C2C=CC(O)=CC=2OC1.[F:43][C:44]1[CH:45]=[C:46]([OH:51])[CH:47]=[CH:48][C:49]=1[F:50], predict the reaction product. The product is: [F:43][C:44]1[C:49]([F:50])=[CH:48][C:47]([C:8]2([OH:15])[C:9]3[C:14](=[CH:13][CH:12]=[CH:11][CH:10]=3)[N:6]([CH2:5][CH2:4][CH2:1][CH2:3][CH3:2])[C:7]2=[O:16])=[C:46]([OH:51])[CH:45]=1. (3) Given the reactants [NH2:1][C:2]1[N:7]=[CH:6][C:5]([C:8]2[C:9]([F:19])=[C:10]([OH:18])[C:11]([CH:14]3[CH2:17][CH2:16][CH2:15]3)=[CH:12][CH:13]=2)=[CH:4][N:3]=1.Cl[C:21]1[N:26]=[CH:25][CH:24]=[CH:23][N:22]=1.C([O-])([O-])=O.[Cs+].[Cs+], predict the reaction product. The product is: [CH:14]1([C:11]2[CH:12]=[CH:13][C:8]([C:5]3[CH:4]=[N:3][C:2]([NH2:1])=[N:7][CH:6]=3)=[C:9]([F:19])[C:10]=2[O:18][C:21]2[N:26]=[CH:25][CH:24]=[CH:23][N:22]=2)[CH2:15][CH2:16][CH2:17]1.